Dataset: Forward reaction prediction with 1.9M reactions from USPTO patents (1976-2016). Task: Predict the product of the given reaction. (1) Given the reactants S(Cl)([Cl:3])=O.[C:5]([O:8][CH:9]([CH2:13][O:14][C:15](=[O:17])[CH3:16])[C:10](O)=[O:11])(=[O:7])[CH3:6], predict the reaction product. The product is: [C:5]([O:8][CH:9]([CH2:13][O:14][C:15](=[O:17])[CH3:16])[C:10]([Cl:3])=[O:11])(=[O:7])[CH3:6]. (2) Given the reactants [NH:1]([C:3]1[S:4][C:5]2[CH:11]=[CH:10][CH:9]=[CH:8][C:6]=2[N:7]=1)[NH2:2].[OH2:12], predict the reaction product. The product is: [S:4]1[C:5]2[CH:11]=[CH:10][CH:9]=[CH:8][C:6]=2[N:7]=[C:3]1[N:1]1[C:8](=[O:12])[CH2:6][C:5]([CH3:11])=[N:2]1. (3) Given the reactants C(O[C:6]([N:8]1[CH2:13][CH2:12][N:11](C2C(=O)N(CC(C)C)N=C(C3C=CC(C)=C(F)C=3)C=2C)[CH2:10][CH2:9]1)=O)(C)(C)C.[CH2:34]([N:38]1[C:43](=[O:44])[C:42](COS(C)(=O)=O)=[CH:41][C:40]([C:51]2[CH:56]=[CH:55][C:54]([C:57]([F:60])([F:59])[F:58])=[CH:53][CH:52]=2)=[N:39]1)[CH:35]([CH3:37])[CH3:36].[CH3:61]N1CCNCC1, predict the reaction product. The product is: [CH2:34]([N:38]1[C:43](=[O:44])[C:42]([N:11]2[CH2:12][CH2:13][N:8]([CH3:6])[CH2:9][CH2:10]2)=[C:41]([CH3:61])[C:40]([C:51]2[CH:52]=[CH:53][C:54]([C:57]([F:59])([F:60])[F:58])=[CH:55][CH:56]=2)=[N:39]1)[CH:35]([CH3:37])[CH3:36]. (4) Given the reactants Cl[CH2:2][C:3]([NH:5][C:6]1[CH:14]=[CH:13][CH:12]=[C:11]2[C:7]=1[C:8](=[O:33])[N:9]([CH:16]([C:22]1[CH:27]=[CH:26][C:25]([O:28][CH3:29])=[C:24]([O:30][CH2:31][CH3:32])[CH:23]=1)[CH2:17][S:18]([CH3:21])(=[O:20])=[O:19])[C:10]2=[O:15])=[O:4].[N-:34]=[N+]=[N-].[Na+].C1(P(C2C=CC=CC=2)C2C=CC=CC=2)C=CC=CC=1.O, predict the reaction product. The product is: [NH2:34][CH2:2][C:3]([NH:5][C:6]1[CH:14]=[CH:13][CH:12]=[C:11]2[C:7]=1[C:8](=[O:33])[N:9]([CH:16]([C:22]1[CH:27]=[CH:26][C:25]([O:28][CH3:29])=[C:24]([O:30][CH2:31][CH3:32])[CH:23]=1)[CH2:17][S:18]([CH3:21])(=[O:20])=[O:19])[C:10]2=[O:15])=[O:4]. (5) Given the reactants Br[C:2]1[CH:7]=[C:6]([C:8]2[N:12]3[CH:13]=[CH:14][CH:15]=[CH:16][C:11]3=[N:10][C:9]=2[C:17]2[CH:22]=[CH:21][CH:20]=[C:19]([CH3:23])[N:18]=2)[CH:5]=[CH:4][N:3]=1.[F:24][C:25]([F:37])([F:36])[O:26][C:27]1[CH:32]=[CH:31][C:30](B(O)O)=[CH:29][CH:28]=1, predict the reaction product. The product is: [CH3:23][C:19]1[N:18]=[C:17]([C:9]2[N:10]=[C:11]3[CH:16]=[CH:15][CH:14]=[CH:13][N:12]3[C:8]=2[C:6]2[CH:5]=[CH:4][N:3]=[C:2]([C:30]3[CH:29]=[CH:28][C:27]([O:26][C:25]([F:24])([F:36])[F:37])=[CH:32][CH:31]=3)[CH:7]=2)[CH:22]=[CH:21][CH:20]=1. (6) Given the reactants [CH3:1][C:2]1[CH:7]=[CH:6][C:5]([C:8]2[C:13]([CH3:14])=[CH:12][CH:11]=[CH:10][C:9]=2[C:15]([NH:17][C:18]2[CH:23]=[CH:22][C:21]([N:24]([CH2:32][CH2:33][C:34]3[N:35]=[C:36]([CH3:39])[S:37][CH:38]=3)C(=O)OC(C)(C)C)=[CH:20][CH:19]=2)=[O:16])=[CH:4][CH:3]=1.FC(F)(F)C(O)=O, predict the reaction product. The product is: [CH3:1][C:2]1[CH:3]=[CH:4][C:5]([C:8]2[C:9]([C:15]([NH:17][C:18]3[CH:23]=[CH:22][C:21]([NH:24][CH2:32][CH2:33][C:34]4[N:35]=[C:36]([CH3:39])[S:37][CH:38]=4)=[CH:20][CH:19]=3)=[O:16])=[CH:10][CH:11]=[CH:12][C:13]=2[CH3:14])=[CH:6][CH:7]=1. (7) Given the reactants Br[CH2:2][CH2:3][O:4][CH2:5][C:6]([NH:8][C@H:9]1[CH2:13][CH2:12][N:11]([C:14]([O:16][C:17]([CH3:20])([CH3:19])[CH3:18])=[O:15])[CH2:10]1)=[O:7].[CH3:21][NH:22][CH3:23], predict the reaction product. The product is: [CH3:21][N:22]([CH3:23])[CH2:2][CH2:3][O:4][CH2:5][C:6]([NH:8][C@H:9]1[CH2:13][CH2:12][N:11]([C:14]([O:16][C:17]([CH3:20])([CH3:19])[CH3:18])=[O:15])[CH2:10]1)=[O:7].